Task: Predict the reactants needed to synthesize the given product.. Dataset: Full USPTO retrosynthesis dataset with 1.9M reactions from patents (1976-2016) (1) Given the product [N:60]([CH2:27][C:26]1[C:21]2[S:20](=[O:29])(=[O:30])[N:19]=[C:18]([C:15]3[C:16](=[O:17])[N:7]([CH2:6][C:5]4[CH:33]=[CH:34][C:2]([F:1])=[CH:3][CH:4]=4)[C@@H:8]4[C@H:13]([C:14]=3[OH:31])[C@@H:12]3[CH2:32][C@H:9]4[CH2:10][CH2:11]3)[NH:23][C:22]=2[S:24][CH:25]=1)=[N+:61]=[N-:62], predict the reactants needed to synthesize it. The reactants are: [F:1][C:2]1[CH:34]=[CH:33][C:5]([CH2:6][N:7]2[C:16](=[O:17])[C:15]([C:18]3[NH:23][C:22]4[S:24][CH:25]=[C:26]([CH2:27]O)[C:21]=4[S:20](=[O:30])(=[O:29])[N:19]=3)=[C:14]([OH:31])[C@H:13]3[C@@H:8]2[C@H:9]2[CH2:32][C@@H:12]3[CH2:11][CH2:10]2)=[CH:4][CH:3]=1.N12CCCN=C1CCCCC2.C1(P([N:60]=[N+:61]=[N-:62])(C2C=CC=CC=2)=O)C=CC=CC=1. (2) Given the product [O:1]1[CH:5]=[CH:4][C:3]([C:6]2[NH:10][C:9]([C:11]([NH:22][CH2:23][C:24]3[CH:25]=[CH:26][C:27]([C:28]([O:30][CH3:31])=[O:29])=[CH:32][CH:33]=3)=[O:13])=[C:8]([C:14]3[CH:19]=[CH:18][C:17]([OH:20])=[CH:16][CH:15]=3)[CH:7]=2)=[CH:2]1, predict the reactants needed to synthesize it. The reactants are: [O:1]1[CH:5]=[CH:4][C:3]([C:6]2[NH:10][C:9]([C:11]([OH:13])=O)=[C:8]([C:14]3[CH:19]=[CH:18][C:17]([OH:20])=[CH:16][CH:15]=3)[CH:7]=2)=[CH:2]1.Cl.[NH2:22][CH2:23][C:24]1[CH:33]=[CH:32][C:27]([C:28]([O:30][CH3:31])=[O:29])=[CH:26][CH:25]=1.C(N(CC)CC)C.ON1C2C=CC=CC=2N=N1.Cl.CN(C)CCCN=C=NCC.CN1CCOCC1. (3) Given the product [CH2:27]1[C:26]2[C:23]3[CH:24]=[CH:25][C:20]([N:3]4[CH:4]=[CH:5][C:6]([O:8][CH2:9][C:10]5[CH:11]=[N:12][C:13]([C:16]([F:17])([F:18])[F:19])=[CH:14][CH:15]=5)=[CH:7][C:2]4=[O:1])=[CH:21][C:22]=3[O:32][C:31]=2[CH2:30][CH2:29][NH:28]1, predict the reactants needed to synthesize it. The reactants are: [O:1]=[C:2]1[CH:7]=[C:6]([O:8][CH2:9][C:10]2[CH:11]=[N:12][C:13]([C:16]([F:19])([F:18])[F:17])=[CH:14][CH:15]=2)[CH:5]=[CH:4][N:3]1[C:20]1[CH:25]=[CH:24][C:23]2[C:26]3[CH2:27][N:28](C(OC(C)(C)C)=O)[CH2:29][CH2:30][C:31]=3[O:32][C:22]=2[CH:21]=1.Cl. (4) Given the product [F:1][C:2]1[CH:7]=[CH:6][C:5]([C@@H:8]([CH3:20])[C:9]([N:11]2[C@H:15]([CH:16]([CH3:17])[CH3:18])[CH2:14][O:13][C:12]2=[O:19])=[O:10])=[CH:4][CH:3]=1, predict the reactants needed to synthesize it. The reactants are: [F:1][C:2]1[CH:7]=[CH:6][C:5]([CH2:8][C:9]([N:11]2[C@H:15]([CH:16]([CH3:18])[CH3:17])[CH2:14][O:13][C:12]2=[O:19])=[O:10])=[CH:4][CH:3]=1.[CH3:20][Si]([N-][Si](C)(C)C)(C)C.[Na+].CI.CC(O)=O. (5) Given the product [Cl:51][C:2]#[C:1][C:3]1[CH:8]=[C:7]([O:9][CH3:10])[C:6]([C:11]2[C:17](=[O:18])[CH:16]3[CH2:19][CH:13]([CH2:14][CH2:15]3)[C:12]=2[O:20][CH3:21])=[C:5]([F:22])[CH:4]=1, predict the reactants needed to synthesize it. The reactants are: [C:1]([C:3]1[CH:8]=[C:7]([O:9][CH3:10])[C:6]([C:11]2[C:17](=[O:18])[CH:16]3[CH2:19][CH:13]([CH2:14][CH2:15]3)[C:12]=2[O:20][CH3:21])=[C:5]([F:22])[CH:4]=1)#[CH:2].C(=O)([O-])[O-].[K+].[K+].O.O.O.[F-].C([N+](CCCC)(CCCC)CCCC)CCC.C(Cl)(Cl)(Cl)[Cl:51].